Dataset: Forward reaction prediction with 1.9M reactions from USPTO patents (1976-2016). Task: Predict the product of the given reaction. Given the reactants [CH2:1]([O:3][CH2:4][CH2:5][N:6]([CH3:16])[C:7]1[N:12]=[CH:11][C:10]([N+:13]([O-])=O)=[CH:9][N:8]=1)[CH3:2].[C:17]1([C:23]2[O:24][C:25]([C:31]([F:34])([F:33])[F:32])=[C:26]([C:28](O)=[O:29])[N:27]=2)[CH:22]=[CH:21][CH:20]=[CH:19][CH:18]=1.CCN(CC)CC.F[P-](F)(F)(F)(F)F.N1(O[P+](N(C)C)(N(C)C)N(C)C)C2C=CC=CC=2N=N1, predict the reaction product. The product is: [CH2:1]([O:3][CH2:4][CH2:5][N:6]([CH3:16])[C:7]1[N:12]=[CH:11][C:10]([NH:13][C:28]([C:26]2[N:27]=[C:23]([C:17]3[CH:22]=[CH:21][CH:20]=[CH:19][CH:18]=3)[O:24][C:25]=2[C:31]([F:33])([F:34])[F:32])=[O:29])=[CH:9][N:8]=1)[CH3:2].